Dataset: Full USPTO retrosynthesis dataset with 1.9M reactions from patents (1976-2016). Task: Predict the reactants needed to synthesize the given product. (1) Given the product [CH2:1]([C:3]1[CH:10]=[CH:9][C:6]([C:7]#[N:8])=[CH:5][N:4]=1)[CH3:2], predict the reactants needed to synthesize it. The reactants are: [CH:1]([C:3]1[CH:10]=[CH:9][C:6]([C:7]#[N:8])=[CH:5][N:4]=1)=[CH2:2].COC(=O)C1C=C(F)C(C(OC)=O)=CC=1N. (2) Given the product [C:1]([Si:5]([O:16][C:13]1[CH:14]=[CH:15][C:10]([F:9])=[CH:11][C:12]=1[CH3:17])([CH3:8])[CH3:7])([CH3:4])([CH3:3])[CH3:2], predict the reactants needed to synthesize it. The reactants are: [C:1]([Si:5]([CH3:8])([CH3:7])Cl)([CH3:4])([CH3:3])[CH3:2].[F:9][C:10]1[CH:15]=[CH:14][C:13]([OH:16])=[C:12]([CH3:17])[CH:11]=1.N1C=CN=C1. (3) Given the product [CH3:21][CH:19]([S:16]([C:8]1[CH:7]=[C:6]([CH:11]=[C:10]([NH:12][CH2:13][C:14]#[CH:15])[N:9]=1)[C:5]([OH:22])=[O:4])(=[O:18])=[O:17])[CH3:20], predict the reactants needed to synthesize it. The reactants are: [OH-].[Li+].C[O:4][C:5](=[O:22])[C:6]1[CH:11]=[C:10]([NH:12][CH2:13][C:14]#[CH:15])[N:9]=[C:8]([S:16]([CH:19]([CH3:21])[CH3:20])(=[O:18])=[O:17])[CH:7]=1. (4) Given the product [N:21]1[C:20]2[C:15](=[N:16][CH:17]=[CH:18][CH:19]=2)[N:14]([CH2:13][C:4]2[CH:3]=[C:2]([Br:1])[C:7]3[N:8]=[C:9]([S:11][CH3:12])[S:10][C:6]=3[CH:5]=2)[CH:23]=1, predict the reactants needed to synthesize it. The reactants are: [Br:1][C:2]1[C:7]2[N:8]=[C:9]([S:11][CH3:12])[S:10][C:6]=2[CH:5]=[C:4]([CH2:13][NH:14][C:15]2[C:20]([NH2:21])=[CH:19][CH:18]=[CH:17][N:16]=2)[CH:3]=1.Br[C:23]1C=C(N)C(NCC2C=CC3N=C(SC)SC=3C=2)=CC=1OC. (5) Given the product [C:30]([O:29][C:27]([NH:26][CH:20]([C:21](=[O:25])[N:22]([CH3:24])[CH3:23])[CH2:19][C:16]1[CH:17]=[CH:18][C:13]([O:12][C:7]2[CH:8]=[CH:9][CH:10]=[CH:11][C:6]=2[CH2:5][CH2:4][C:3]([OH:34])=[O:2])=[CH:14][CH:15]=1)=[O:28])([CH3:32])([CH3:31])[CH3:33], predict the reactants needed to synthesize it. The reactants are: C[O:2][C:3](=[O:34])[CH2:4][CH2:5][C:6]1[CH:11]=[CH:10][CH:9]=[CH:8][C:7]=1[O:12][C:13]1[CH:18]=[CH:17][C:16]([CH2:19][CH:20]([NH:26][C:27]([O:29][C:30]([CH3:33])([CH3:32])[CH3:31])=[O:28])[C:21](=[O:25])[N:22]([CH3:24])[CH3:23])=[CH:15][CH:14]=1.[OH-].[Li+].